This data is from TCR-epitope binding with 47,182 pairs between 192 epitopes and 23,139 TCRs. The task is: Binary Classification. Given a T-cell receptor sequence (or CDR3 region) and an epitope sequence, predict whether binding occurs between them. (1) The epitope is LEPLVDLPI. The TCR CDR3 sequence is CASSFQDGTAPYEQYF. Result: 1 (the TCR binds to the epitope). (2) The epitope is EILDITPCSF. The TCR CDR3 sequence is CASSFYRQGSDTQYF. Result: 1 (the TCR binds to the epitope). (3) The epitope is FLRGRAYGL. The TCR CDR3 sequence is CASSLGQNTEAFF. Result: 1 (the TCR binds to the epitope).